Dataset: Reaction yield outcomes from USPTO patents with 853,638 reactions. Task: Predict the reaction yield, written as a fraction of the theoretical maximum amount of product (1.0 means a 100% yield; for example, 0.34 means a 34% yield). (1) The reactants are [Br:1][C:2]1[C:9]([O:10][CH3:11])=[CH:8][C:5]([CH:6]=[O:7])=[CH:4][C:3]=1[O:12][CH3:13].[CH2:14]([Mg]Br)[CH3:15]. The catalyst is C1COCC1. The product is [Br:1][C:2]1[C:9]([O:10][CH3:11])=[CH:8][C:5]([CH:6]([OH:7])[CH2:14][CH3:15])=[CH:4][C:3]=1[O:12][CH3:13]. The yield is 0.970. (2) The reactants are [Cl:1][C:2]1[CH:33]=[CH:32][CH:31]=[C:30]([Cl:34])[C:3]=1[C:4]([NH:6][CH:7]([CH2:11][C:12]1[CH:13]=[C:14]2[C:19](=[CH:20][CH:21]=1)[N:18]=[C:17]([C:22]1[C:27]([Cl:28])=[CH:26][CH:25]=[CH:24][C:23]=1[Cl:29])[CH:16]=[CH:15]2)[C:8](O)=[O:9])=[O:5].CC[N:37](CC)CC.ClC(OCC)=O.N. The catalyst is C1COCC1. The product is [NH2:37][C:8](=[O:9])[CH:7]([NH:6][C:4](=[O:5])[C:3]1[C:30]([Cl:34])=[CH:31][CH:32]=[CH:33][C:2]=1[Cl:1])[CH2:11][C:12]1[CH:13]=[C:14]2[C:19](=[CH:20][CH:21]=1)[N:18]=[C:17]([C:22]1[C:23]([Cl:29])=[CH:24][CH:25]=[CH:26][C:27]=1[Cl:28])[CH:16]=[CH:15]2. The yield is 0.550. (3) The reactants are [F:1][C:2]1[CH:3]=[C:4]([CH:21]=[CH:22][CH:23]=1)[CH2:5][O:6][C:7]1[CH:12]=[CH:11][C:10]([C:13]2[CH:17]=[C:16]([C:18](O)=[O:19])[O:15][N:14]=2)=[CH:9][CH:8]=1.C([N:27](C(C)C)CC)(C)C.Cl.CN(C)CCCN=C=NCC.ON1C2C=CC=CC=2N=N1.[NH4+].[Cl-]. The catalyst is C(Cl)Cl.CN(C=O)C. The product is [F:1][C:2]1[CH:3]=[C:4]([CH:21]=[CH:22][CH:23]=1)[CH2:5][O:6][C:7]1[CH:12]=[CH:11][C:10]([C:13]2[CH:17]=[C:16]([C:18]([NH2:27])=[O:19])[O:15][N:14]=2)=[CH:9][CH:8]=1. The yield is 0.210. (4) The reactants are [F:1][C:2]([F:33])([F:32])[O:3][C:4]1[CH:5]=[C:6]([CH:29]=[CH:30][CH:31]=1)[O:7][C:8]1[CH:9]=[C:10]([NH:14][CH2:15][C:16]2[CH:21]=[CH:20][CH:19]=[C:18]([O:22][C:23]([F:28])([F:27])[CH:24]([F:26])[F:25])[CH:17]=2)[CH:11]=[CH:12][CH:13]=1.[F:34][C:35]([F:41])([F:40])S([O-])(=[O:54])=[O:54].[Yb+3].[F:34][C:35]([F:41])([F:40])S([O-])(=O)=O.[F:34][C:35]([F:41])([F:40])S([O-])(=O)=[O:54].[C:59](#N)[CH3:60]. The catalyst is O.C(Cl)Cl. The product is [F:1][C:2]([F:32])([F:33])[O:3][C:4]1[CH:5]=[C:6]([CH:29]=[CH:30][CH:31]=1)[O:7][C:8]1[CH:9]=[C:10]([N:14]([CH2:15][C:16]2[CH:21]=[CH:20][CH:19]=[C:18]([O:22][C:23]([F:27])([F:28])[CH:24]([F:26])[F:25])[CH:17]=2)[CH2:60][C@@H:59]([OH:54])[C:35]([F:41])([F:40])[F:34])[CH:11]=[CH:12][CH:13]=1. The yield is 0.230. (5) The reactants are [CH3:1][O:2][C:3]1[CH:4]=[C:5]2[C:10](=[CH:11][CH:12]=1)[C:9]([OH:13])=[N:8][CH:7]=[CH:6]2.Br[C:15]1[CH:16]=[C:17]([CH:20]=[CH:21][CH:22]=1)[C:18]#[N:19].N1CCC[C@H]1C(O)=O.C(=O)([O-])[O-].[K+].[K+]. The catalyst is [Cu]I.CS(C)=O. The product is [CH3:1][O:2][C:3]1[CH:4]=[C:5]2[C:10](=[CH:11][CH:12]=1)[C:9](=[O:13])[N:8]([C:15]1[CH:16]=[C:17]([CH:20]=[CH:21][CH:22]=1)[C:18]#[N:19])[CH:7]=[CH:6]2. The yield is 0.584. (6) The reactants are [NH2:1][C:2]1[C:7]([C:8]2[O:12][N:11]=[C:10]([CH2:13][C:14]3[CH:19]=[CH:18][C:17]([OH:20])=[CH:16][CH:15]=3)[CH:9]=2)=[CH:6][CH:5]=[CH:4][N:3]=1.[OH-].[Na+].[F:23][C:24]1[CH:31]=[CH:30][C:27]([CH2:28]Br)=[CH:26][CH:25]=1. The catalyst is CO. The product is [F:23][C:24]1[CH:31]=[CH:30][C:27]([CH2:28][O:20][C:17]2[CH:18]=[CH:19][C:14]([CH2:13][C:10]3[CH:9]=[C:8]([C:7]4[C:2]([NH2:1])=[N:3][CH:4]=[CH:5][CH:6]=4)[O:12][N:11]=3)=[CH:15][CH:16]=2)=[CH:26][CH:25]=1. The yield is 0.390.